Dataset: Peptide-MHC class II binding affinity with 134,281 pairs from IEDB. Task: Regression. Given a peptide amino acid sequence and an MHC pseudo amino acid sequence, predict their binding affinity value. This is MHC class II binding data. (1) The peptide sequence is EKKYFAATVFEPLAA. The MHC is HLA-DQA10401-DQB10402 with pseudo-sequence HLA-DQA10401-DQB10402. The binding affinity (normalized) is 0.524. (2) The peptide sequence is PEKEVLMWKFDSRLAFHH. The MHC is HLA-DPA10201-DPB10101 with pseudo-sequence HLA-DPA10201-DPB10101. The binding affinity (normalized) is 0.398. (3) The peptide sequence is YKGVAGLLVALAV. The MHC is HLA-DQA10101-DQB10501 with pseudo-sequence HLA-DQA10101-DQB10501. The binding affinity (normalized) is 0.387. (4) The peptide sequence is NGSQFFLCTAKTAWL. The MHC is HLA-DQA10501-DQB10201 with pseudo-sequence HLA-DQA10501-DQB10201. The binding affinity (normalized) is 0.399.